This data is from Full USPTO retrosynthesis dataset with 1.9M reactions from patents (1976-2016). The task is: Predict the reactants needed to synthesize the given product. Given the product [C:1]([O:5][C:6]([CH:7]1[CH:8]([C:9]([O:11][CH2:12][C:13]2[CH:14]=[CH:15][CH:16]=[CH:17][CH:18]=2)=[O:10])[CH2:19][CH:36]=[CH:35][CH2:34][N:22]1[S:23]([C:26]1[CH:31]=[CH:30][C:29]([O:32][CH3:33])=[CH:28][CH:27]=1)(=[O:24])=[O:25])=[O:37])([CH3:3])([CH3:2])[CH3:4], predict the reactants needed to synthesize it. The reactants are: [C:1]([O:5][C:6](=[O:37])[CH:7]([N:22]([CH2:34][CH:35]=[CH2:36])[S:23]([C:26]1[CH:31]=[CH:30][C:29]([O:32][CH3:33])=[CH:28][CH:27]=1)(=[O:25])=[O:24])[CH:8]([CH2:19]C=C)[C:9]([O:11][CH2:12][C:13]1[CH:18]=[CH:17][CH:16]=[CH:15][CH:14]=1)=[O:10])([CH3:4])([CH3:3])[CH3:2].